From a dataset of NCI-60 drug combinations with 297,098 pairs across 59 cell lines. Regression. Given two drug SMILES strings and cell line genomic features, predict the synergy score measuring deviation from expected non-interaction effect. Drug 1: C1CC(C1)(C(=O)O)C(=O)O.[NH2-].[NH2-].[Pt+2]. Drug 2: COCCOC1=C(C=C2C(=C1)C(=NC=N2)NC3=CC=CC(=C3)C#C)OCCOC.Cl. Cell line: U251. Synergy scores: CSS=24.1, Synergy_ZIP=-0.659, Synergy_Bliss=-1.40, Synergy_Loewe=0.837, Synergy_HSA=-0.715.